This data is from Forward reaction prediction with 1.9M reactions from USPTO patents (1976-2016). The task is: Predict the product of the given reaction. (1) Given the reactants [NH2:1][C:2]1[C:7]([C:8]([OH:10])=O)=[CH:6][C:5]([Cl:11])=[N:4][CH:3]=1.[CH:12]([NH2:14])=O, predict the reaction product. The product is: [Cl:11][C:5]1[N:4]=[CH:3][C:2]2[N:1]=[CH:12][NH:14][C:8](=[O:10])[C:7]=2[CH:6]=1. (2) Given the reactants Cl[C:2]1[C:3]2[C:4](=[CH:18][N:19](CC3C=CC(OC)=CC=3)[N:20]=2)[N:5]=[C:6]([C:8]2[CH:13]=[CH:12][CH:11]=[C:10]([C:14]([F:17])([F:16])[F:15])[CH:9]=2)[N:7]=1.[CH3:30][O:31][C:32]1[CH:33]=[C:34]([CH:36]=[CH:37][C:38]=1[O:39][CH3:40])[NH2:35].Cl, predict the reaction product. The product is: [CH3:30][O:31][C:32]1[CH:33]=[C:34]([NH:35][C:2]2[C:3]3[NH:20][N:19]=[CH:18][C:4]=3[N:5]=[C:6]([C:8]3[CH:13]=[CH:12][CH:11]=[C:10]([C:14]([F:15])([F:16])[F:17])[CH:9]=3)[N:7]=2)[CH:36]=[CH:37][C:38]=1[O:39][CH3:40]. (3) The product is: [CH3:36][O:35][C:32]1[CH:31]=[CH:30][C:29]([C:26]2[CH:27]=[CH:28][C:23]([S:20]([N:19]([CH:4]([CH:5]3[CH2:10][CH2:9][N:8]([CH2:11][CH2:12][C:13]4[CH:14]=[CH:15][CH:16]=[CH:17][CH:18]=4)[CH2:7][CH2:6]3)[C:3]([OH:2])=[O:37])[CH3:39])(=[O:21])=[O:22])=[CH:24][CH:25]=2)=[CH:34][CH:33]=1. Given the reactants C[O:2][C:3](=[O:37])[CH:4]([NH:19][S:20]([C:23]1[CH:28]=[CH:27][C:26]([C:29]2[CH:34]=[CH:33][C:32]([O:35][CH3:36])=[CH:31][CH:30]=2)=[CH:25][CH:24]=1)(=[O:22])=[O:21])[CH:5]1[CH2:10][CH2:9][N:8]([CH2:11][CH2:12][C:13]2[CH:18]=[CH:17][CH:16]=[CH:15][CH:14]=2)[CH2:7][CH2:6]1.O[C:39](C(F)(F)F)=O.COC(=O)C(NS(C1C=CC(C2C=CC(OC)=CC=2)=CC=1)(=O)=O)C1CCNCC1.C1(CC=O)C=CC=CC=1.N1C=CC=CC=1, predict the reaction product. (4) Given the reactants CS([C:4]1[N:9]=[C:8]([C:10]2[NH:14][N:13]=[CH:12][C:11]=2[C:15]2[CH:20]=[CH:19][CH:18]=[CH:17][CH:16]=2)[CH:7]=[CH:6][N:5]=1)=O.CS(C1N=C(C2NN=CC=2C2C=CC=CC=2)C=CN=1)(=O)=O.[CH3:42][C:43]1[CH:44]=[C:45]([CH:47]=[C:48]([CH3:50])[CH:49]=1)[NH2:46], predict the reaction product. The product is: [CH3:42][C:43]1[CH:44]=[C:45]([NH:46][C:4]2[N:9]=[C:8]([C:10]3[NH:14][N:13]=[CH:12][C:11]=3[C:15]3[CH:20]=[CH:19][CH:18]=[CH:17][CH:16]=3)[CH:7]=[CH:6][N:5]=2)[CH:47]=[C:48]([CH3:50])[CH:49]=1. (5) Given the reactants Br[C:2]1[S:11][C:10]2[C:9]3[CH:12]=[CH:13][C:14]([C:16]#[N:17])=[CH:15][C:8]=3[O:7][CH2:6][CH2:5][C:4]=2[CH:3]=1.C(=O)([O-])[O-].[Na+].[Na+].[C:24](#[N:26])[CH3:25], predict the reaction product. The product is: [CH3:25][C:24]1[CH:10]=[C:4]([C:2]2[S:11][C:10]3[C:9]4[CH:12]=[CH:13][C:14]([C:16]#[N:17])=[CH:15][C:8]=4[O:7][CH2:6][CH2:5][C:4]=3[CH:3]=2)[CH:3]=[CH:2][N:26]=1. (6) Given the reactants [NH2:1][C@@:2]([C:13]1[C:14]([F:20])=[N:15][CH:16]=[C:17]([Br:19])[CH:18]=1)([CH3:12])[CH2:3][S:4]([C:7]([CH3:11])([CH3:10])[C:8]#[N:9])(=[O:6])=[O:5].C[Al](C)C.Cl, predict the reaction product. The product is: [NH2:9][C:8]1[C:7]([CH3:10])([CH3:11])[S:4](=[O:6])(=[O:5])[CH2:3][C@:2]([C:13]2[C:14]([F:20])=[N:15][CH:16]=[C:17]([Br:19])[CH:18]=2)([CH3:12])[N:1]=1. (7) Given the reactants [Cl:1][C:2]1[CH:7]=[CH:6][C:5](/[CH:8]=[CH:9]/[C:10]([OH:12])=O)=[C:4]([CH2:13][N:14]2[N:18]=[N:17][C:16]([CH3:19])=[N:15]2)[CH:3]=1.CN(C(ON1N=NC2C=CC=NC1=2)=[N+](C)C)C.F[P-](F)(F)(F)(F)F.C(N(CC)CC)C.[N:51]1([C:57]2[N:62]=[CH:61][CH:60]=[CH:59][N:58]=2)[CH2:56][CH2:55][NH:54][CH2:53][CH2:52]1, predict the reaction product. The product is: [Cl:1][C:2]1[CH:7]=[CH:6][C:5](/[CH:8]=[CH:9]/[C:10]([N:54]2[CH2:55][CH2:56][N:51]([C:57]3[N:58]=[CH:59][CH:60]=[CH:61][N:62]=3)[CH2:52][CH2:53]2)=[O:12])=[C:4]([CH2:13][N:14]2[N:18]=[N:17][C:16]([CH3:19])=[N:15]2)[CH:3]=1.